Dataset: Reaction yield outcomes from USPTO patents with 853,638 reactions. Task: Predict the reaction yield, written as a fraction of the theoretical maximum amount of product (1.0 means a 100% yield; for example, 0.34 means a 34% yield). (1) The reactants are [BH4-].[Na+].[Br:3][C:4]1[CH:5]=[C:6]([O:14][CH3:15])[C:7]([C:10](OC)=[O:11])=[N:8][CH:9]=1. The catalyst is CCO. The product is [Br:3][C:4]1[CH:5]=[C:6]([O:14][CH3:15])[C:7]([CH2:10][OH:11])=[N:8][CH:9]=1. The yield is 0.920. (2) The reactants are [NH2:1][CH2:2][C:3]1[CH:12]=[CH:11][C:10]([OH:13])=[C:9]2[C:4]=1[CH:5]=[CH:6][CH:7]=[N:8]2.Cl[CH2:15][C:16]1[CH:25]=[CH:24][C:23]([OH:26])=[C:22]2[C:17]=1[CH:18]=[CH:19][CH:20]=[N:21]2. No catalyst specified. The product is [N:1]([CH2:2][C:3]1[CH:12]=[CH:11][C:10]([OH:13])=[C:9]2[C:4]=1[CH:5]=[CH:6][CH:7]=[N:8]2)([CH2:15][C:16]1[CH:25]=[CH:24][C:23]([OH:26])=[C:22]2[C:17]=1[CH:18]=[CH:19][CH:20]=[N:21]2)[CH2:2][C:3]1[CH:12]=[CH:11][C:10]([OH:13])=[C:9]2[C:4]=1[CH:5]=[CH:6][CH:7]=[N:8]2. The yield is 0.730. (3) The yield is 0.900. The catalyst is O.CO. The product is [F:16][C:6]1([F:5])[O:10][C:9]2[CH:11]=[CH:12][CH:13]=[C:14]([NH:15][N:1]=[C:20]([C:19](=[O:24])[CH3:18])[C:21](=[O:23])[CH3:22])[C:8]=2[O:7]1. The reactants are [N:1]([O-])=O.[Na+].[F:5][C:6]1([F:16])[O:10][C:9]2[CH:11]=[CH:12][CH:13]=[C:14]([NH2:15])[C:8]=2[O:7]1.Cl.[CH3:18][C:19](=[O:24])[CH2:20][C:21](=[O:23])[CH3:22].C([O-])(=O)C.[Na+]. (4) The reactants are [N:1]1[CH:6]=[CH:5][CH:4]=[C:3](B(O)O)[CH:2]=1.Br[C:11]1[C:12]([O:21][CH3:22])=[CH:13][C:14]([O:19][CH3:20])=[C:15]([CH:18]=1)[CH:16]=[O:17]. No catalyst specified. The product is [CH3:20][O:19][C:14]1[CH:13]=[C:12]([O:21][CH3:22])[C:11]([C:3]2[CH:2]=[N:1][CH:6]=[CH:5][CH:4]=2)=[CH:18][C:15]=1[CH:16]=[O:17]. The yield is 0.680.